Dataset: Catalyst prediction with 721,799 reactions and 888 catalyst types from USPTO. Task: Predict which catalyst facilitates the given reaction. (1) Reactant: Br[Si](C)(C)C.[C:6]([C:9]1[C:17]2[C:12](=[CH:13][C:14]([P:18](=[O:25])([O:22]CC)[O:19][CH2:20][CH3:21])=[CH:15][CH:16]=2)[N:11]([CH2:26][C:27]([N:29]2[CH2:33][C@H:32]([F:34])[CH2:31][C@H:30]2[C:35](=[O:46])[NH:36][CH2:37][C:38]2[CH:43]=[CH:42][CH:41]=[C:40]([Cl:44])[C:39]=2[F:45])=[O:28])[CH:10]=1)(=[O:8])[CH3:7].P(=O)([O-])OCC. Product: [C:6]([C:9]1[C:17]2[C:12](=[CH:13][C:14]([P:18](=[O:22])([OH:25])[O:19][CH2:20][CH3:21])=[CH:15][CH:16]=2)[N:11]([CH2:26][C:27]([N:29]2[CH2:33][C@H:32]([F:34])[CH2:31][C@H:30]2[C:35](=[O:46])[NH:36][CH2:37][C:38]2[CH:43]=[CH:42][CH:41]=[C:40]([Cl:44])[C:39]=2[F:45])=[O:28])[CH:10]=1)(=[O:8])[CH3:7]. The catalyst class is: 4. (2) Reactant: [Br:1][C:2]1[CH:3]=[N:4][N:5]([CH:7]2[CH2:12][CH2:11][NH:10][CH2:9][CH2:8]2)[CH:6]=1.[CH3:13]CN(CC)CC.CI.O. Product: [Br:1][C:2]1[CH:3]=[N:4][N:5]([CH:7]2[CH2:12][CH2:11][N:10]([CH3:13])[CH2:9][CH2:8]2)[CH:6]=1. The catalyst class is: 3. (3) Reactant: [CH3:1][N:2]1[C:10]2[C:5](=[CH:6][CH:7]=[CH:8][CH:9]=2)[C:4]([C:11]2[C:12](=[O:24])[NH:13][C:14](=[O:23])[C:15]=2[C:16]2[CH:21]=[CH:20][CH:19]=[C:18]([NH2:22])[CH:17]=2)=[CH:3]1.[NH:25]1[CH:29]=[CH:28][N:27]=[C:26]1[CH:30]=O.[BH3-]C#N.[Na+]. Product: [CH3:1][N:2]1[C:10]2[C:5](=[CH:6][CH:7]=[CH:8][CH:9]=2)[C:4]([C:11]2[C:12](=[O:24])[NH:13][C:14](=[O:23])[C:15]=2[C:16]2[CH:21]=[CH:20][CH:19]=[C:18]([NH:22][CH2:30][C:26]3[NH:25][CH:29]=[CH:28][N:27]=3)[CH:17]=2)=[CH:3]1. The catalyst class is: 5. (4) Reactant: [CH3:1][O:2][C:3]1[CH:23]=[CH:22][C:6]([O:7][C:8]2[S:9][C:10]([C:13]3[CH:18]=[CH:17][C:16]([CH:19]([NH2:21])[CH3:20])=[CH:15][CH:14]=3)=[CH:11][N:12]=2)=[CH:5][CH:4]=1.[Cl-].ClC(Cl)(Cl)[C:27]([N:29]=C=O)=[O:28].C([O-])([O-])=O.[Na+].[Na+]. Product: [CH3:1][O:2][C:3]1[CH:23]=[CH:22][C:6]([O:7][C:8]2[S:9][C:10]([C:13]3[CH:18]=[CH:17][C:16]([CH:19]([NH:21][C:27]([NH2:29])=[O:28])[CH3:20])=[CH:15][CH:14]=3)=[CH:11][N:12]=2)=[CH:5][CH:4]=1. The catalyst class is: 5. (5) Reactant: Cl[C:2]1[CH:7]=[CH:6][N:5]=[C:4]2[CH:8]=[C:9]([C:11]3[N:12]=[CH:13][N:14]([CH3:16])[CH:15]=3)[S:10][C:3]=12.[F:17][C:18]1[CH:24]=[C:23]([N+:25]([O-:27])=[O:26])[CH:22]=[CH:21][C:19]=1[NH2:20].C1CCC(P(C2C(C3C=CC=CC=3)=CC=CC=2)C2CCCCC2)CC1.[O-]P([O-])([O-])=O.[K+].[K+].[K+]. Product: [F:17][C:18]1[CH:24]=[C:23]([N+:25]([O-:27])=[O:26])[CH:22]=[CH:21][C:19]=1[NH:20][C:2]1[CH:7]=[CH:6][N:5]=[C:4]2[CH:8]=[C:9]([C:11]3[N:12]=[CH:13][N:14]([CH3:16])[CH:15]=3)[S:10][C:3]=12. The catalyst class is: 101.